From a dataset of Full USPTO retrosynthesis dataset with 1.9M reactions from patents (1976-2016). Predict the reactants needed to synthesize the given product. (1) Given the product [CH3:23][C:24]([CH3:29])([CH3:28])[C:25]([NH:9][NH:8][C:6](=[O:7])[C:5]1[CH:10]=[CH:11][C:12]([N+:13]([O-:15])=[O:14])=[C:3]([CH3:2])[CH:4]=1)=[O:26], predict the reactants needed to synthesize it. The reactants are: O.[CH3:2][C:3]1[CH:4]=[C:5]([CH:10]=[CH:11][C:12]=1[N+:13]([O-:15])=[O:14])[C:6]([NH:8][NH2:9])=[O:7].C(N(CC)CC)C.[CH3:23][C:24]([CH3:29])([CH3:28])[C:25](Cl)=[O:26]. (2) Given the product [C:1]([O:5][C:6]([N:8]1[CH2:13][C:12]([NH2:26])=[N:11][C:10]([C:18]2[CH:23]=[C:22]([Br:24])[CH:21]=[CH:20][C:19]=2[F:25])([CH:15]([F:17])[F:16])[CH2:9]1)=[O:7])([CH3:4])([CH3:3])[CH3:2], predict the reactants needed to synthesize it. The reactants are: [C:1]([O:5][C:6]([N:8]1[CH2:13][C:12](=S)[NH:11][C:10]([C:18]2[CH:23]=[C:22]([Br:24])[CH:21]=[CH:20][C:19]=2[F:25])([CH:15]([F:17])[F:16])[CH2:9]1)=[O:7])([CH3:4])([CH3:3])[CH3:2].[NH3:26].CO. (3) Given the product [CH3:22][O:23][C:24](=[O:44])[C:25]1[CH:30]=[CH:29][C:28]([NH:31][C:32]([C:34]2[CH:35]=[CH:36][C:37]3[O:42][CH2:41][CH2:40][N:39]([S:52]([C:50]4[CH:51]=[C:46]([Cl:45])[CH:47]=[CH:48][C:49]=4[O:56][CH3:57])(=[O:53])=[O:54])[C:38]=3[CH:43]=2)=[O:33])=[N:27][CH:26]=1, predict the reactants needed to synthesize it. The reactants are: COC(=O)C1C=CC(NC(=O)C2C=CC(O)=C(N)C=2)=NC=1.[CH3:22][O:23][C:24](=[O:44])[C:25]1[CH:30]=[CH:29][C:28]([NH:31][C:32]([C:34]2[CH:35]=[CH:36][C:37]3[O:42][CH2:41][CH2:40][NH:39][C:38]=3[CH:43]=2)=[O:33])=[N:27][CH:26]=1.[Cl:45][C:46]1[CH:47]=[CH:48][C:49]([O:56][CH3:57])=[C:50]([S:52](Cl)(=[O:54])=[O:53])[CH:51]=1.